Dataset: Retrosynthesis with 50K atom-mapped reactions and 10 reaction types from USPTO. Task: Predict the reactants needed to synthesize the given product. (1) Given the product CON=C(C(C)=NN=Cc1ccccc1C(=NOC)C1=NOCCO1)c1ccccc1, predict the reactants needed to synthesize it. The reactants are: CON=C(C(C)=NN)c1ccccc1.CON=C(C1=NOCCO1)c1ccccc1C=O. (2) Given the product [O-][n+]1nc(CCCN2CCOCC2)[n+]([O-])c2cc3c(cc21)CCO3, predict the reactants needed to synthesize it. The reactants are: OO.[O-][n+]1nc(CCCN2CCOCC2)nc2cc3c(cc21)CCO3. (3) Given the product N#CCC1COc2ccc(S)cc2C1, predict the reactants needed to synthesize it. The reactants are: Cc1nc(-c2ccc(C(F)(F)F)cc2)sc1CSc1ccc2c(c1)CC(CC#N)CO2. (4) Given the product O=C(CN1CC(CS(=O)(=O)c2ccc(F)cc2F)C1)c1ccc(F)cc1, predict the reactants needed to synthesize it. The reactants are: O=C(CBr)c1ccc(F)cc1.O=S(=O)(CC1CNC1)c1ccc(F)cc1F. (5) Given the product CC(C)[C@H]1c2ccc(F)cc2CC[C@]1(O)CCN(C)CCCc1nc2ccccc2[nH]1, predict the reactants needed to synthesize it. The reactants are: COCC(=O)O[C@]1(CCN(C)CCCc2nc3ccccc3[nH]2)CCc2cc(F)ccc2[C@@H]1C(C)C. (6) Given the product COc1ccc(CO)c2c(C(=O)O)c(COC3CCCCO3)nn12, predict the reactants needed to synthesize it. The reactants are: CCOC(=O)c1c(COC2CCCCO2)nn2c(OC)ccc(CO)c12. (7) Given the product Cc1ccc(S(=O)(=O)NN=C2CCCC(=O)C2Cc2ccccc2)cc1, predict the reactants needed to synthesize it. The reactants are: Cc1ccc(S(=O)(=O)NN)cc1.O=C1CCCC(=O)C1Cc1ccccc1. (8) Given the product O=C(Nc1ccccc1)N1CCN2C(=O)OC(c3ccccc3)(c3ccccc3)C2C1, predict the reactants needed to synthesize it. The reactants are: O=C1OC(c2ccccc2)(c2ccccc2)C2CNCCN12.O=C=Nc1ccccc1. (9) Given the product CC(C)(C)C(=O)c1ccc(C(=O)NC(=O)CCc2ccccc2)cc1, predict the reactants needed to synthesize it. The reactants are: CC(C)(C)C(=O)c1ccc(C(=O)Cl)cc1.NC(=O)CCc1ccccc1. (10) Given the product COc1c(C)cnc(CN2C(=O)/C(=C\c3[nH]c(Cl)c(C(=O)NCCN4CCCC4)c3C)c3c(Cl)nc(N)nc32)c1C, predict the reactants needed to synthesize it. The reactants are: COc1c(C)cnc(CN2C(=O)Cc3c(Cl)nc(N)nc32)c1C.Cc1c(C=O)[nH]c(Cl)c1C(=O)NCCN1CCCC1.